This data is from Forward reaction prediction with 1.9M reactions from USPTO patents (1976-2016). The task is: Predict the product of the given reaction. (1) Given the reactants [N:1]([CH:4]1[CH2:9][CH2:8][N:7]([C:10]([OH:12])=[O:11])[CH2:6][CH2:5]1)=[N+:2]=[N-:3].[CH3:13][S:14]([C:17]1[CH:22]=[CH:21][C:20]([O:23][CH2:24][C:25]#[CH:26])=[CH:19][CH:18]=1)(=[O:16])=[O:15].O=C1O[C@H]([C@H](CO)O)C([O-])=C1O.[Na+].O.[CH3:41][C:42](O)([CH3:44])[CH3:43], predict the reaction product. The product is: [C:42]([O:11][C:10]([N:7]1[CH2:6][CH2:5][CH:4]([N:1]2[CH:26]=[C:25]([CH2:24][O:23][C:20]3[CH:21]=[CH:22][C:17]([S:14]([CH3:13])(=[O:15])=[O:16])=[CH:18][CH:19]=3)[N:3]=[N:2]2)[CH2:9][CH2:8]1)=[O:12])([CH3:44])([CH3:43])[CH3:41]. (2) The product is: [OH:25][C@@:18]([C:16]1[N:15]=[N:14][N:13]([CH2:12][C:8]2[CH:7]=[C:6]3[C:11]([C:2]([C:31]4[CH:32]=[CH:33][CH:34]=[CH:35][C:30]=4[CH3:29])=[CH:3][C:4]([C:26]([NH2:28])=[O:27])=[N:5]3)=[CH:10][CH:9]=2)[CH:17]=1)([C:19]([F:22])([F:21])[F:20])[CH2:23][CH3:24]. Given the reactants Cl[C:2]1[C:11]2[C:6](=[CH:7][C:8]([CH2:12][N:13]3[CH:17]=[C:16]([C@@:18]([OH:25])([CH2:23][CH3:24])[C:19]([F:22])([F:21])[F:20])[N:15]=[N:14]3)=[CH:9][CH:10]=2)[N:5]=[C:4]([C:26]([NH2:28])=[O:27])[CH:3]=1.[CH3:29][C:30]1[CH:35]=[CH:34][CH:33]=[CH:32][C:31]=1B(O)O.C([O-])([O-])=O.[Na+].[Na+], predict the reaction product. (3) Given the reactants [CH:1]([C:4]1[CH:24]=[CH:23][C:7]([CH2:8][N:9]2[C:17]3[C:12](=[CH:13][C:14]([C:18]4[CH:19]=[N:20][NH:21][CH:22]=4)=[CH:15][CH:16]=3)[CH2:11][CH2:10]2)=[CH:6][CH:5]=1)([CH3:3])[CH3:2].Br[C:26]1C=C2C(=CC=1)NCC2.BrCC1C=CC(C(C)(C)C)=CC=1.CC1(C)C(C)(C)OB(C2C=NN(C(OC(C)(C)C)=O)C=2)O1, predict the reaction product. The product is: [C:1]([C:4]1[CH:5]=[CH:6][C:7]([CH2:8][N:9]2[C:17]3[C:12](=[CH:13][C:14]([C:18]4[CH:22]=[N:21][NH:20][CH:19]=4)=[CH:15][CH:16]=3)[CH2:11][CH2:10]2)=[CH:23][CH:24]=1)([CH3:26])([CH3:3])[CH3:2]. (4) The product is: [F:31][C:43]1[CH:44]=[CH:48][C:47]2[C:46]3[CH:5]([Si:4]([CH3:7])([CH3:14])[CH3:6])[C:29]4[C:30](=[CH:51][CH:50]=[CH:49][CH:53]=4)[C:45]=3[N:36]([CH3:37])[C:41]=2[CH:42]=1. Given the reactants [CH3:5][Si:4]([CH3:7])([CH3:6])[N-][Si:4]([CH3:7])([CH3:6])[CH3:5].[K+].S(OS(C(F)(F)F)(=O)=O)([C:14](F)(F)F)(=O)=O.CCO[CH2:29][CH3:30].[F-:31].C([N+:36]([CH2:45][CH2:46][CH2:47][CH3:48])([CH2:41][CH2:42][CH2:43][CH3:44])[CH2:37]CCC)CCC.[CH2:49]1[CH2:53]O[CH2:51][CH2:50]1, predict the reaction product. (5) Given the reactants [Si:1]([O:8][C@H:9]1[C@H:13]2[O:14][CH2:15][C@@H:16]([O:17][C:18]3[N:40]([CH2:41][O:42][CH2:43][CH2:44][Si:45]([CH3:48])([CH3:47])[CH3:46])[C:21]4=[N:22][C:23]([C:27]5[CH:32]=[CH:31][C:30]([C@H:33]6[CH2:38][CH2:37][C@H:36]([OH:39])[CH2:35][CH2:34]6)=[CH:29][CH:28]=5)=[C:24]([Cl:26])[CH:25]=[C:20]4[N:19]=3)[C@H:12]2[O:11][CH2:10]1)([C:4]([CH3:7])([CH3:6])[CH3:5])([CH3:3])[CH3:2].C(N(CC)CC)C.[N:56]([CH2:59][CH3:60])=[C:57]=[O:58], predict the reaction product. The product is: [CH2:59]([NH:56][C:57](=[O:58])[O:39][C@H:36]1[CH2:37][CH2:38][C@H:33]([C:30]2[CH:31]=[CH:32][C:27]([C:23]3[N:22]=[C:21]4[N:40]([CH2:41][O:42][CH2:43][CH2:44][Si:45]([CH3:48])([CH3:47])[CH3:46])[C:18]([O:17][C@@H:16]5[CH2:15][O:14][C@@H:13]6[C@H:9]([O:8][Si:1]([C:4]([CH3:6])([CH3:7])[CH3:5])([CH3:3])[CH3:2])[CH2:10][O:11][C@H:12]56)=[N:19][C:20]4=[CH:25][C:24]=3[Cl:26])=[CH:28][CH:29]=2)[CH2:34][CH2:35]1)[CH3:60].